Dataset: Full USPTO retrosynthesis dataset with 1.9M reactions from patents (1976-2016). Task: Predict the reactants needed to synthesize the given product. Given the product [OH:1][C:2]1[CH:11]=[C:10]([C:12]([O:14][CH3:16])=[O:13])[C:9]2[C:4](=[CH:5][CH:6]=[CH:7][CH:8]=2)[N:3]=1, predict the reactants needed to synthesize it. The reactants are: [OH:1][C:2]1[CH:11]=[C:10]([C:12]([OH:14])=[O:13])[C:9]2[C:4](=[CH:5][CH:6]=[CH:7][CH:8]=2)[N:3]=1.Cl.[CH3:16]O.